Dataset: Reaction yield outcomes from USPTO patents with 853,638 reactions. Task: Predict the reaction yield, written as a fraction of the theoretical maximum amount of product (1.0 means a 100% yield; for example, 0.34 means a 34% yield). The reactants are [NH:1]1[C:9]2[C:4](=[CH:5][C:6]([NH:10][C:11]3[C:12]4[C:19]5[CH2:20][CH2:21][CH:22]([C:24](OCC)=[O:25])[CH2:23][C:18]=5[S:17][C:13]=4[N:14]=[CH:15][N:16]=3)=[CH:7][CH:8]=2)[CH:3]=[N:2]1.C([AlH]CC(C)C)C(C)C.[Cl-].[NH4+]. The catalyst is O1CCCC1. The product is [NH:1]1[C:9]2[C:4](=[CH:5][C:6]([NH:10][C:11]3[C:12]4[C:19]5[CH2:20][CH2:21][CH:22]([CH2:24][OH:25])[CH2:23][C:18]=5[S:17][C:13]=4[N:14]=[CH:15][N:16]=3)=[CH:7][CH:8]=2)[CH:3]=[N:2]1. The yield is 0.570.